Dataset: Forward reaction prediction with 1.9M reactions from USPTO patents (1976-2016). Task: Predict the product of the given reaction. (1) Given the reactants [C:1]([O:5]CCCC)(=[O:4])[CH:2]=[CH2:3].C(S)CCCCCCCC[CH2:19][CH2:20][CH3:21].[C:23](O)(=O)C=C, predict the reaction product. The product is: [C:1]([O:5][C:20]([CH3:19])([CH3:21])[CH3:23])(=[O:4])[CH:2]=[CH2:3]. (2) Given the reactants [ClH:1].Cl.CN1CCN([CH2:10][CH:11]([C:25]2([OH:31])[CH2:30][CH2:29][CH2:28][CH2:27][CH2:26]2)[C:12]2[CH:17]=[CH:16][C:15]([O:18][C:19]3[CH:24]=[CH:23][CH:22]=[CH:21][CH:20]=3)=[CH:14][CH:13]=2)CC1.[CH3:32][N:33]1[CH2:38][CH2:37][N:36](C(=O)C(C2(O)CCCCC2)C2C=CC(OC3C=CC=CC=3)=CC=2)[CH2:35][CH2:34]1, predict the reaction product. The product is: [ClH:1].[ClH:1].[CH3:32][N:33]1[CH2:38][CH2:37][N:36]([CH:30]2[CH2:29][CH2:28][CH2:27][CH2:26][C:25]2([CH:11]([C:12]2[CH:17]=[CH:16][C:15]([O:18][C:19]3[CH:24]=[CH:23][CH:22]=[CH:21][CH:20]=3)=[CH:14][CH:13]=2)[CH3:10])[OH:31])[CH2:35][CH2:34]1. (3) The product is: [CH:6]1[NH:7][CH:8]=[C:9]2[C:14]=1[CH:13]1[CH2:15][CH2:16][CH:10]2[CH:11]=[CH:12]1. Given the reactants C(OC([C:6]1[NH:7][CH:8]=[C:9]2[C:14]=1[CH:13]1[CH2:15][CH2:16][CH:10]2[CH:11]=[CH:12]1)=O)C.[OH-].[Na+], predict the reaction product.